From a dataset of Full USPTO retrosynthesis dataset with 1.9M reactions from patents (1976-2016). Predict the reactants needed to synthesize the given product. (1) Given the product [CH2:23]([O:2][C:3]1[CH:4]=[C:5]([C:13]([O:15][CH3:16])=[O:14])[N:6]=[C:7]([C:9]([O:11][CH3:12])=[O:10])[CH:8]=1)[C:24]1[CH:29]=[CH:28][CH:27]=[CH:26][CH:25]=1, predict the reactants needed to synthesize it. The reactants are: Cl.[OH:2][C:3]1[CH:8]=[C:7]([C:9]([O:11][CH3:12])=[O:10])[N:6]=[C:5]([C:13]([O:15][CH3:16])=[O:14])[CH:4]=1.C(=O)([O-])[O-].[K+].[K+].[CH2:23](Br)[C:24]1[CH:29]=[CH:28][CH:27]=[CH:26][CH:25]=1.O. (2) Given the product [NH2:3][C:6]([NH2:8])=[O:7].[NH:3]1[CH:2]=[CH:1][N:5]=[CH:4]1, predict the reactants needed to synthesize it. The reactants are: [CH:1]1[N:5]=[CH:4][N:3]([C:6]([N:8]2C=NC=C2)=[O:7])[CH:2]=1.NC(C(C)(C)C)C(C1C=CC(C#N)=CC=1)=O.Cl. (3) Given the product [C:12]([O:11][C:9](=[O:10])[NH:1][C:2]1[CH:7]=[CH:6][CH:5]=[C:4]([SH:8])[CH:3]=1)([CH3:15])([CH3:14])[CH3:13], predict the reactants needed to synthesize it. The reactants are: [NH2:1][C:2]1[CH:3]=[C:4]([SH:8])[CH:5]=[CH:6][CH:7]=1.[C:9](O[C:9]([O:11][C:12]([CH3:15])([CH3:14])[CH3:13])=[O:10])([O:11][C:12]([CH3:15])([CH3:14])[CH3:13])=[O:10].C(=O)(O)[O-].[Na+].